This data is from Full USPTO retrosynthesis dataset with 1.9M reactions from patents (1976-2016). The task is: Predict the reactants needed to synthesize the given product. (1) The reactants are: [F:1][C:2](=[C:18]1[CH2:23][CH2:22][O:21][CH2:20][CH2:19]1)[C:3]([NH:5][NH:6][C:7](=O)[C:8]1[CH:13]=[CH:12][CH:11]=[CH:10][C:9]=1[N+:14]([O-:16])=[O:15])=O.P12(SP3(SP(SP(S3)(S1)=S)(=S)S2)=S)=[S:25].C1(C)C=CC=CC=1. Given the product [F:1][C:2](=[C:18]1[CH2:23][CH2:22][O:21][CH2:20][CH2:19]1)[C:3]1[S:25][C:7]([C:8]2[CH:13]=[CH:12][CH:11]=[CH:10][C:9]=2[N+:14]([O-:16])=[O:15])=[N:6][N:5]=1, predict the reactants needed to synthesize it. (2) Given the product [CH3:18][N:19]([O:20][CH3:21])[C:14](=[O:16])[C@H:9]([CH2:10][CH:11]([CH3:12])[CH3:13])[NH:8][C:1]([O:3][C:4]([CH3:5])([CH3:6])[CH3:7])=[O:2], predict the reactants needed to synthesize it. The reactants are: [C:1]([NH:8][C@H:9]([C:14]([OH:16])=O)[CH2:10][CH:11]([CH3:13])[CH3:12])([O:3][C:4]([CH3:7])([CH3:6])[CH3:5])=[O:2].Cl.[CH3:18][NH:19][O:20][CH3:21].O.ON1C2C=CC=CC=2N=N1.CN1CCOCC1.Cl.C(N=C=NCCCN(C)C)C. (3) Given the product [CH:1]1([CH2:6][CH:7]([C:18]2[NH:32][C:21]3=[N:22][CH:23]=[C:24]([O:26][CH2:27][CH2:28][N:29]([CH3:30])[CH3:31])[CH:25]=[C:20]3[CH:19]=2)[C:8]2[CH:13]=[CH:12][C:11]([S:14]([CH3:17])(=[O:16])=[O:15])=[CH:10][CH:9]=2)[CH2:5][CH2:4][CH2:3][CH2:2]1, predict the reactants needed to synthesize it. The reactants are: [CH:1]1([CH:6]=[C:7]([C:18]2[NH:32][C:21]3=[N:22][CH:23]=[C:24]([O:26][CH2:27][CH2:28][N:29]([CH3:31])[CH3:30])[CH:25]=[C:20]3[CH:19]=2)[C:8]2[CH:13]=[CH:12][C:11]([S:14]([CH3:17])(=[O:16])=[O:15])=[CH:10][CH:9]=2)[CH2:5][CH2:4][CH2:3][CH2:2]1. (4) Given the product [CH2:11]([C:4]1[CH:3]=[C:2]([B:24]([OH:25])[OH:23])[C:10]2[O:9][CH2:8][O:7][C:6]=2[CH:5]=1)[CH:12]([CH3:14])[CH3:13], predict the reactants needed to synthesize it. The reactants are: Br[C:2]1[C:10]2[O:9][CH2:8][O:7][C:6]=2[CH:5]=[C:4]([CH2:11][CH:12]([CH3:14])[CH3:13])[CH:3]=1.[Li]CCCC.C([O:23][B:24](OC(C)C)[O:25]C(C)C)(C)C.Cl. (5) Given the product [C:6]([NH2:8])(=[O:7])[C:5]1[CH:26]=[CH:27][CH:2]=[N:3][CH:4]=1, predict the reactants needed to synthesize it. The reactants are: Cl[C:2]1[CH:27]=[CH:26][C:5]([C:6]([NH:8]C2C=CC(Cl)=C(NC(=O)C3C=CC=CC=3F)C=2)=[O:7])=[CH:4][N:3]=1.CC1CNCC(C)N1. (6) Given the product [C:7]1(=[O:8])[O:9][C@@H:4]([CH2:3][OH:11])[C@H:5]([OH:10])[CH2:6]1, predict the reactants needed to synthesize it. The reactants are: BrC[C@@H:3]([OH:11])[C@H:4]1[O:9][C:7](=[O:8])[CH2:6][C@H:5]1[OH:10].[BH4-].[Na+].